Dataset: Reaction yield outcomes from USPTO patents with 853,638 reactions. Task: Predict the reaction yield, written as a fraction of the theoretical maximum amount of product (1.0 means a 100% yield; for example, 0.34 means a 34% yield). The reactants are [C:1]([N:4]1[C:13]2[C:8](=[CH:9][C:10]([C:14]([NH2:16])=[O:15])=[CH:11][CH:12]=2)[C@H:7]([NH:17][C:18]2[CH:23]=[CH:22][CH:21]=[C:20]([CH2:24][O:25][Si](C(C)(C)C)(C)C)[N:19]=2)[C@@H:6]([CH3:33])[C@@H:5]1[CH:34]1[CH2:36][CH2:35]1)(=[O:3])[CH3:2].CCCC[N+](CCCC)(CCCC)CCCC.[F-]. The catalyst is C1COCC1.CO. The product is [C:1]([N:4]1[C:13]2[C:8](=[CH:9][C:10]([C:14]([NH2:16])=[O:15])=[CH:11][CH:12]=2)[C@H:7]([NH:17][C:18]2[CH:23]=[CH:22][CH:21]=[C:20]([CH2:24][OH:25])[N:19]=2)[C@@H:6]([CH3:33])[C@@H:5]1[CH:34]1[CH2:35][CH2:36]1)(=[O:3])[CH3:2]. The yield is 0.490.